This data is from NCI-60 drug combinations with 297,098 pairs across 59 cell lines. The task is: Regression. Given two drug SMILES strings and cell line genomic features, predict the synergy score measuring deviation from expected non-interaction effect. (1) Drug 1: C1=NC2=C(N=C(N=C2N1C3C(C(C(O3)CO)O)O)F)N. Drug 2: C1C(C(OC1N2C=NC3=C2NC=NCC3O)CO)O. Cell line: HOP-92. Synergy scores: CSS=5.63, Synergy_ZIP=1.15, Synergy_Bliss=6.29, Synergy_Loewe=-0.363, Synergy_HSA=3.23. (2) Drug 1: CS(=O)(=O)C1=CC(=C(C=C1)C(=O)NC2=CC(=C(C=C2)Cl)C3=CC=CC=N3)Cl. Drug 2: CN(CCCl)CCCl.Cl. Cell line: MALME-3M. Synergy scores: CSS=3.90, Synergy_ZIP=-3.79, Synergy_Bliss=-0.479, Synergy_Loewe=-8.00, Synergy_HSA=-2.49.